Dataset: Reaction yield outcomes from USPTO patents with 853,638 reactions. Task: Predict the reaction yield, written as a fraction of the theoretical maximum amount of product (1.0 means a 100% yield; for example, 0.34 means a 34% yield). (1) The reactants are [C:1]([O:4][C:5]1[CH:10]=[CH:9][C:8]([CH:11]=[O:12])=[CH:7][CH:6]=1)(=[O:3])[CH3:2].[Na].C(O)(=O)C.O. The catalyst is CO. The product is [C:1]([O:4][C:5]1[CH:10]=[CH:9][C:8]([CH2:11][OH:12])=[CH:7][CH:6]=1)(=[O:3])[CH3:2]. The yield is 0.410. (2) The reactants are [CH3:14][C:11]1([CH3:15])[CH2:12][O:13][B:8]([B:8]2[O:13][CH2:12][C:11]([CH3:15])([CH3:14])[CH2:10][O:9]2)[O:9][CH2:10]1.Br[C:18]1[CH:23]=[CH:22][C:21]([Cl:24])=[C:20]([F:25])[C:19]=1[CH3:26].C([O-])(=O)C.[K+]. The catalyst is C1C=CC(P(C2C=CC=CC=2)[C-]2C=CC=C2)=CC=1.C1C=CC(P(C2C=CC=CC=2)[C-]2C=CC=C2)=CC=1.Cl[Pd]Cl.[Fe+2].CS(C)=O. The product is [Cl:24][C:21]1[CH:22]=[CH:23][C:18]([B:8]2[O:9][CH2:10][C:11]([CH3:14])([CH3:15])[CH2:12][O:13]2)=[C:19]([CH3:26])[C:20]=1[F:25]. The yield is 0.360.